Dataset: Forward reaction prediction with 1.9M reactions from USPTO patents (1976-2016). Task: Predict the product of the given reaction. (1) Given the reactants Cl[C:2]1[N:3]=[CH:4][C:5]2[CH:11]=[C:10]([C:12]3[CH:17]=[CH:16][C:15]([C:18]4[CH:23]=[N:22][CH:21]=[C:20](C)[N:19]=4)=[CH:14][C:13]=3[Cl:25])[C:9](=[O:26])[N:8]([CH2:27][CH3:28])[C:6]=2[N:7]=1.[NH2:29][CH:30]1[CH2:34][CH2:33][N:32]([C:35]([O:37][C:38]([CH3:41])([CH3:40])[CH3:39])=[O:36])[CH2:31]1.[CH3:42]CN(CC)CC, predict the reaction product. The product is: [Cl:25][C:13]1[CH:14]=[C:15]([C:18]2[C:23]([CH3:42])=[N:22][CH:21]=[CH:20][N:19]=2)[CH:16]=[CH:17][C:12]=1[C:10]1[C:9](=[O:26])[N:8]([CH2:27][CH3:28])[C:6]2[N:7]=[C:2]([NH:29][CH:30]3[CH2:34][CH2:33][N:32]([C:35]([O:37][C:38]([CH3:41])([CH3:40])[CH3:39])=[O:36])[CH2:31]3)[N:3]=[CH:4][C:5]=2[CH:11]=1. (2) Given the reactants [NH2:1][C:2]1[CH:7]=[CH:6][CH:5]=[CH:4][C:3]=1[S:8]([NH2:11])(=[O:10])=[O:9].[CH2:12]([O:14][C:15](=[O:20])[CH2:16][C:17](Cl)=[O:18])[CH3:13], predict the reaction product. The product is: [CH2:12]([O:14][C:15](=[O:20])[CH2:16][C:17]([NH:1][C:2]1[CH:7]=[CH:6][CH:5]=[CH:4][C:3]=1[S:8](=[O:9])(=[O:10])[NH2:11])=[O:18])[CH3:13]. (3) The product is: [CH2:11]([N:8]1[CH:9]=[CH:10][C:5]([C:1]([CH3:4])([CH3:3])[CH3:2])=[CH:6]/[C:7]/1=[N:15]\[C:19](=[O:20])[C:18]1[CH:22]=[C:23]([C:26]([F:27])([F:28])[F:29])[CH:24]=[CH:25][C:17]=1[F:16])[CH2:12][CH2:13][CH3:14]. Given the reactants [C:1]([C:5]1[CH:10]=[CH:9][N:8]([CH2:11][CH2:12][CH2:13][CH3:14])[C:7](=[NH:15])[CH:6]=1)([CH3:4])([CH3:3])[CH3:2].[F:16][C:17]1[CH:25]=[CH:24][C:23]([C:26]([F:29])([F:28])[F:27])=[CH:22][C:18]=1[C:19](O)=[O:20].CCN(CC)CC.CCCP(=O)=O, predict the reaction product.